From a dataset of Forward reaction prediction with 1.9M reactions from USPTO patents (1976-2016). Predict the product of the given reaction. Given the reactants Br[C:2]1[CH:3]=[C:4]([CH:29]=[CH:30][CH:31]=1)[C:5]([NH:7][CH:8]([C:10]1[N:15]=[N:14][C:13]([NH:16][C:17]2[CH:22]=[C:21]([O:23][CH3:24])[C:20]([O:25][CH3:26])=[C:19]([O:27][CH3:28])[CH:18]=2)=[N:12][CH:11]=1)[CH3:9])=[O:6].NC(C1N=NC(NC2C=C(OC)C(OC)=C(OC)C=2)=NC=1)C.[C:54]([C:56]1[CH:61]=[CH:60][CH:59]=[CH:58][C:57]=1[S:62]C1C=CC=CC=1C(O)=O)#[N:55].C(N(C(C)C)CC)(C)C.F[P-](F)(F)(F)(F)F.N1(OC(N(C)C)=[N+](C)C)C2N=CC=CC=2N=N1, predict the reaction product. The product is: [C:54]([C:56]1[CH:61]=[CH:60][CH:59]=[CH:58][C:57]=1[S:62][C:29]1[CH:30]=[CH:31][CH:2]=[CH:3][C:4]=1[C:5]([NH:7][CH:8]([C:10]1[N:15]=[N:14][C:13]([NH:16][C:17]2[CH:22]=[C:21]([O:23][CH3:24])[C:20]([O:25][CH3:26])=[C:19]([O:27][CH3:28])[CH:18]=2)=[N:12][CH:11]=1)[CH3:9])=[O:6])#[N:55].